From a dataset of Reaction yield outcomes from USPTO patents with 853,638 reactions. Predict the reaction yield, written as a fraction of the theoretical maximum amount of product (1.0 means a 100% yield; for example, 0.34 means a 34% yield). (1) The reactants are [F:1][C:2]1[CH:3]=[C:4]([NH:10][C:11]2[C:16]([C:17]3[N:22]=[C:21]([CH3:23])[N:20]=[C:19]([N:24](CC4C=CC(OC)=CC=4)CC4C=CC(OC)=CC=4)[N:18]=3)=[CH:15][C:14]([CH:43]([N:45]3[CH2:50][CH2:49][N:48]([S:51]([CH3:54])(=[O:53])=[O:52])[CH2:47][CH2:46]3)[CH3:44])=[CH:13][N:12]=2)[CH:5]=[N:6][C:7]=1[O:8][CH3:9]. The catalyst is FC(F)(F)C(O)=O. The product is [F:1][C:2]1[CH:3]=[C:4]([NH:10][C:11]2[C:16]([C:17]3[N:22]=[C:21]([CH3:23])[N:20]=[C:19]([NH2:24])[N:18]=3)=[CH:15][C:14]([CH:43]([N:45]3[CH2:46][CH2:47][N:48]([S:51]([CH3:54])(=[O:53])=[O:52])[CH2:49][CH2:50]3)[CH3:44])=[CH:13][N:12]=2)[CH:5]=[N:6][C:7]=1[O:8][CH3:9]. The yield is 0.620. (2) The reactants are Br[C:2]1[CH:3]=[C:4]([CH2:8][NH:9][C:10](=[O:16])[O:11][C:12]([CH3:15])([CH3:14])[CH3:13])[CH:5]=[N:6][CH:7]=1.[CH3:17][N:18](C=O)C. The catalyst is CCOCC.[C-]#N.[C-]#N.[Zn+2].C1C=CC([P]([Pd]([P](C2C=CC=CC=2)(C2C=CC=CC=2)C2C=CC=CC=2)([P](C2C=CC=CC=2)(C2C=CC=CC=2)C2C=CC=CC=2)[P](C2C=CC=CC=2)(C2C=CC=CC=2)C2C=CC=CC=2)(C2C=CC=CC=2)C2C=CC=CC=2)=CC=1. The product is [C:17]([C:2]1[CH:3]=[C:4]([CH2:8][NH:9][C:10](=[O:16])[O:11][C:12]([CH3:15])([CH3:14])[CH3:13])[CH:5]=[N:6][CH:7]=1)#[N:18]. The yield is 0.860. (3) The product is [Cl:35][C:18]1[C:19]([N:21]2[CH2:26][CH2:25][CH2:24][C@@H:23]([NH:27][C:28](=[O:34])[O:29][C:30]([CH3:31])([CH3:32])[CH3:33])[CH2:22]2)=[C:20]2[C:12]([NH:11][C:6](=[O:7])[C:5]([OH:4])([CH3:10])[CH3:9])=[CH:13][NH:14][C:15]2=[N:16][CH:17]=1. The catalyst is ClCCl.CN1C(=O)CCC1.O.CC#N.O.C1COCC1. The yield is 0.890. The reactants are C([O:4][C:5]([CH3:10])([CH3:9])[C:6](Cl)=[O:7])(=O)C.[NH2:11][C:12]1[C:20]2[C:15](=[N:16][CH:17]=[C:18]([Cl:35])[C:19]=2[N:21]2[CH2:26][CH2:25][CH2:24][C@@H:23]([NH:27][C:28](=[O:34])[O:29][C:30]([CH3:33])([CH3:32])[CH3:31])[CH2:22]2)[NH:14][CH:13]=1.C(N(CC)CC)C.[Li+].[OH-]. (4) The reactants are [F:1][C:2]1[CH:7]=[C:6]([F:8])[CH:5]=[CH:4][C:3]=1[NH:9][C:10](=[O:34])[NH:11][C:12]1[CH:17]=[CH:16][C:15]([C:18]2[N:22]=[C:21]([C:23]([NH:25][CH:26]([CH:31]([CH3:33])[CH3:32])[C:27]([O:29]C)=[O:28])=[O:24])[O:20][N:19]=2)=[CH:14][CH:13]=1.[OH-].[Li+]. The catalyst is C1COCC1. The product is [F:1][C:2]1[CH:7]=[C:6]([F:8])[CH:5]=[CH:4][C:3]=1[NH:9][C:10](=[O:34])[NH:11][C:12]1[CH:13]=[CH:14][C:15]([C:18]2[N:22]=[C:21]([C:23]([NH:25][CH:26]([CH:31]([CH3:32])[CH3:33])[C:27]([OH:29])=[O:28])=[O:24])[O:20][N:19]=2)=[CH:16][CH:17]=1. The yield is 0.819. (5) The reactants are [CH3:1][C:2]1([CH3:16])[O:6][B:5]([C:7]2[CH:12]=[CH:11][C:10]([OH:13])=[CH:9][CH:8]=2)[O:4][C:3]1([CH3:15])[CH3:14].[F:17][C:18]1[CH:19]=[C:20](B(O)O)[CH:21]=[CH:22][CH:23]=1.C(N(CC)CC)C. The catalyst is ClCCl. The product is [F:17][C:18]1[CH:23]=[C:22]([CH:21]=[CH:20][CH:19]=1)[O:13][C:10]1[CH:11]=[CH:12][C:7]([B:5]2[O:4][C:3]([CH3:15])([CH3:14])[C:2]([CH3:16])([CH3:1])[O:6]2)=[CH:8][CH:9]=1. The yield is 0.250. (6) The reactants are [CH2:1]([O:8][C:9]1[C:14]([N:15]([CH3:20])[S:16]([CH3:19])(=[O:18])=[O:17])=[CH:13][N:12]2[N:21]=[C:22]([C:28]3[CH:33]=[CH:32][C:31]([F:34])=[CH:30][CH:29]=3)[C:23]([C:24]([O:26]C)=[O:25])=[C:11]2[CH:10]=1)[C:2]1[CH:7]=[CH:6][CH:5]=[CH:4][CH:3]=1.O[Li].O.Cl. The catalyst is O1CCOCC1.O.O. The product is [CH2:1]([O:8][C:9]1[C:14]([N:15]([CH3:20])[S:16]([CH3:19])(=[O:18])=[O:17])=[CH:13][N:12]2[N:21]=[C:22]([C:28]3[CH:33]=[CH:32][C:31]([F:34])=[CH:30][CH:29]=3)[C:23]([C:24]([OH:26])=[O:25])=[C:11]2[CH:10]=1)[C:2]1[CH:3]=[CH:4][CH:5]=[CH:6][CH:7]=1. The yield is 0.960. (7) The reactants are Cl.[Cl:2][C:3]1[N:4]=[C:5]([C:11]2[CH:12]=[N:13][CH:14]=[CH:15][CH:16]=2)[S:6][C:7]=1[NH:8][CH2:9][CH3:10].N1C=CC=CC=1.[CH3:23][CH:24]([CH2:28][S:29][CH3:30])[C:25](Cl)=[O:26]. The catalyst is CN(C1C=CN=CC=1)C.ClCCl. The product is [Cl:2][C:3]1[N:4]=[C:5]([C:11]2[CH:12]=[N:13][CH:14]=[CH:15][CH:16]=2)[S:6][C:7]=1[N:8]([CH2:9][CH3:10])[C:25](=[O:26])[CH:24]([CH3:23])[CH2:28][S:29][CH3:30]. The yield is 0.890.